Dataset: Full USPTO retrosynthesis dataset with 1.9M reactions from patents (1976-2016). Task: Predict the reactants needed to synthesize the given product. (1) Given the product [OH:2][C:3]1[CH:17]=[C:16]([CH3:18])[CH:15]=[CH:14][C:4]=1[O:5][C:6]1[CH:13]=[CH:12][C:9]([CH:10]=[O:11])=[CH:8][CH:7]=1, predict the reactants needed to synthesize it. The reactants are: C[O:2][C:3]1[CH:17]=[C:16]([CH3:18])[CH:15]=[CH:14][C:4]=1[O:5][C:6]1[CH:13]=[CH:12][C:9]([CH:10]=[O:11])=[CH:8][CH:7]=1.B(Br)(Br)Br. (2) Given the product [CH:25]([NH:28][C:22]([CH:20]1[CH2:19][N:18]([C:10]2[C:11]3[C:16](=[CH:15][N:14]=[CH:13][CH:12]=3)[CH:17]=[C:8]([C:6]3[CH:5]=[CH:4][N:3]=[C:2]([Cl:1])[CH:7]=3)[N:9]=2)[CH2:21]1)=[O:23])([CH3:27])[CH3:26], predict the reactants needed to synthesize it. The reactants are: [Cl:1][C:2]1[CH:7]=[C:6]([C:8]2[N:9]=[C:10]([N:18]3[CH2:21][CH:20]([C:22](O)=[O:23])[CH2:19]3)[C:11]3[C:16]([CH:17]=2)=[CH:15][N:14]=[CH:13][CH:12]=3)[CH:5]=[CH:4][N:3]=1.[CH:25]([NH2:28])([CH3:27])[CH3:26]. (3) Given the product [Cl:1][C:2]1[C:3]([O:12][C:13]2[CH:18]=[C:17]([O:19][CH:20]([CH3:21])[CH3:22])[CH:16]=[CH:15][C:14]=2[CH2:23][CH2:24][C:25]([OH:27])=[O:26])=[N:4][CH:5]=[C:6]([C:8]([F:10])([F:9])[F:11])[CH:7]=1, predict the reactants needed to synthesize it. The reactants are: [Cl:1][C:2]1[C:3]([O:12][C:13]2[CH:18]=[C:17]([O:19][CH:20]([CH3:22])[CH3:21])[CH:16]=[CH:15][C:14]=2[CH2:23][CH2:24][C:25]([O:27]CC)=[O:26])=[N:4][CH:5]=[C:6]([C:8]([F:11])([F:10])[F:9])[CH:7]=1.[OH-].[Na+].Cl. (4) Given the product [Br:1][C:2]1[CH:11]=[C:10]2[C:5]([C:6]([Cl:15])=[CH:7][N:8]=[N:9]2)=[CH:4][CH:3]=1, predict the reactants needed to synthesize it. The reactants are: [Br:1][C:2]1[CH:11]=[C:10]2[C:5]([C:6](=O)[CH:7]=[N:8][NH:9]2)=[CH:4][CH:3]=1.P(Cl)(Cl)([Cl:15])=O. (5) Given the product [F:10][CH:9]([F:11])[C:6]1[N:7]=[CH:8][C:3]([CH2:2][NH:1][C:32]([CH:28]2[CH2:31][CH2:30][CH2:29]2)=[O:33])=[CH:4][C:5]=1[C:12]1[NH:16][C:15](=[O:17])[N:14]([C:18]2[CH:23]=[CH:22][C:21]([C:24]([F:26])([F:25])[F:27])=[CH:20][CH:19]=2)[N:13]=1, predict the reactants needed to synthesize it. The reactants are: [NH2:1][CH2:2][C:3]1[CH:4]=[C:5]([C:12]2[NH:16][C:15](=[O:17])[N:14]([C:18]3[CH:23]=[CH:22][C:21]([C:24]([F:27])([F:26])[F:25])=[CH:20][CH:19]=3)[N:13]=2)[C:6]([CH:9]([F:11])[F:10])=[N:7][CH:8]=1.[CH:28]1([C:32](Cl)=[O:33])[CH2:31][CH2:30][CH2:29]1. (6) Given the product [CH3:1][O:2][C:3]1[CH:12]=[CH:11][C:6]2[NH:7][C:8]([S:10][CH2:13][C:14]3[CH:19]=[CH:18][C:17]([CH3:20])=[CH:16][CH:15]=3)=[N:9][C:5]=2[CH:4]=1, predict the reactants needed to synthesize it. The reactants are: [CH3:1][O:2][C:3]1[CH:12]=[CH:11][C:6]2[N:7]=[C:8]([SH:10])[NH:9][C:5]=2[CH:4]=1.[CH3:13][C:14]1[CH:19]=[CH:18][C:17]([CH2:20]Br)=[CH:16][CH:15]=1.C([O-])([O-])=O.[Cs+].[Cs+].O. (7) Given the product [Br:24][C:22]1[CH:23]=[C:18]([C:14]2[CH:13]=[C:12]3[C:17](=[N:16][CH:15]=2)[NH:8][CH2:9][CH2:10][CH2:11]3)[CH:19]=[N:20][CH:21]=1, predict the reactants needed to synthesize it. The reactants are: C(OC([N:8]1[C:17]2[C:12](=[CH:13][C:14]([C:18]3[CH:19]=[N:20][CH:21]=[C:22]([Br:24])[CH:23]=3)=[CH:15][N:16]=2)[CH2:11][CH2:10][CH2:9]1)=O)(C)(C)C.FC(F)(F)C(O)=O.C([O-])(O)=O.[Na+].CCOC(C)=O. (8) Given the product [F:15][CH2:16][C:17]([N:1]1[CH2:2][CH2:3][CH:4]([NH:7][C:8](=[O:14])[O:9][C:10]([CH3:11])([CH3:13])[CH3:12])[CH2:5][CH2:6]1)=[O:18], predict the reactants needed to synthesize it. The reactants are: [NH:1]1[CH2:6][CH2:5][CH:4]([NH:7][C:8](=[O:14])[O:9][C:10]([CH3:13])([CH3:12])[CH3:11])[CH2:3][CH2:2]1.[F:15][CH2:16][C:17](OCC)=[O:18].